This data is from Reaction yield outcomes from USPTO patents with 853,638 reactions. The task is: Predict the reaction yield, written as a fraction of the theoretical maximum amount of product (1.0 means a 100% yield; for example, 0.34 means a 34% yield). The reactants are [CH3:1][O:2][C:3]1[CH:8]=[CH:7][CH:6]=[CH:5][C:4]=1B(O)O.[NH2:12][C:13]1[C:20]([N+:21]([O-:23])=[O:22])=[CH:19][CH:18]=[C:17](Cl)[C:14]=1[C:15]#[N:16]. No catalyst specified. The product is [NH2:12][C:13]1[C:20]([N+:21]([O-:23])=[O:22])=[CH:19][CH:18]=[C:17]([C:4]2[CH:5]=[CH:6][CH:7]=[CH:8][C:3]=2[O:2][CH3:1])[C:14]=1[C:15]#[N:16]. The yield is 0.590.